Dataset: TCR-epitope binding with 47,182 pairs between 192 epitopes and 23,139 TCRs. Task: Binary Classification. Given a T-cell receptor sequence (or CDR3 region) and an epitope sequence, predict whether binding occurs between them. (1) The epitope is VLQAVGACV. The TCR CDR3 sequence is CASSDLGFSVGGYTF. Result: 0 (the TCR does not bind to the epitope). (2) The epitope is SLYNTVATL. The TCR CDR3 sequence is CASSLEWGGETQYF. Result: 0 (the TCR does not bind to the epitope). (3) The epitope is AVFDRKSDAK. The TCR CDR3 sequence is CASSDGPAYEQYF. Result: 1 (the TCR binds to the epitope).